Dataset: Forward reaction prediction with 1.9M reactions from USPTO patents (1976-2016). Task: Predict the product of the given reaction. (1) Given the reactants [F:1][C:2]1[CH:7]=[C:6]([F:8])[CH:5]=[CH:4][C:3]=1[C:9]1[NH:10][C:11]2[C:16]([CH:17]=1)=[CH:15][C:14]([S:18]([C:21]1[CH:26]=[CH:25][CH:24]=[CH:23][CH:22]=1)(=[O:20])=[O:19])=[CH:13][CH:12]=2.P(Cl)(Cl)(Cl)=O.C([O-])(=O)C.[Na+].N(OCC)=O.[CH3:42][N:43](C)C=O, predict the reaction product. The product is: [F:1][C:2]1[CH:7]=[C:6]([F:8])[CH:5]=[CH:4][C:3]=1[C:9]1[NH:10][C:11]2[C:16]([C:17]=1[C:42]#[N:43])=[CH:15][C:14]([S:18]([C:21]1[CH:26]=[CH:25][CH:24]=[CH:23][CH:22]=1)(=[O:20])=[O:19])=[CH:13][CH:12]=2. (2) Given the reactants [Cl:1][C:2]1[CH:9]=[CH:8][CH:7]=[C:6]([C:10]([F:13])([F:12])[F:11])[C:3]=1[CH:4]=[O:5].[CH3:14][Mg]Br.CCOCC.[NH4+].[Cl-], predict the reaction product. The product is: [Cl:1][C:2]1[CH:9]=[CH:8][CH:7]=[C:6]([C:10]([F:11])([F:12])[F:13])[C:3]=1[CH:4]([OH:5])[CH3:14]. (3) Given the reactants [Br:1][C:2]1[CH:23]=[C:22]2[C:5]([CH2:6][C:7]3([C:15]42[NH:19][C:18](=S)[C:17]([CH3:21])=[N:16]4)[CH2:12][CH2:11][CH:10]([O:13][CH3:14])[CH2:9][CH2:8]3)=[CH:4][C:3]=1[F:24].[NH3:25], predict the reaction product. The product is: [Br:1][C:2]1[CH:23]=[C:22]2[C:5]([CH2:6][C:7]3([C:15]42[N:19]=[C:18]([NH2:25])[C:17]([CH3:21])=[N:16]4)[CH2:12][CH2:11][CH:10]([O:13][CH3:14])[CH2:9][CH2:8]3)=[CH:4][C:3]=1[F:24]. (4) The product is: [CH3:9][C:3]1[CH:4]=[CH:5][C:6]([CH3:8])=[CH:7][C:2]=1[C:33]1[CH:34]=[CH:35][C:30]([O:29][CH2:23][CH2:24][CH2:25][CH2:26][CH2:27][CH3:28])=[CH:31][CH:32]=1. Given the reactants Br[C:2]1[CH:7]=[C:6]([CH3:8])[CH:5]=[CH:4][C:3]=1[CH3:9].C([O-])([O-])=O.[K+].[K+].C1(C)C=CC=CC=1.[CH2:23]([O:29][C:30]1[CH:35]=[CH:34][C:33](B(O)O)=[CH:32][CH:31]=1)[CH2:24][CH2:25][CH2:26][CH2:27][CH3:28], predict the reaction product. (5) Given the reactants [NH2:1][C:2]1[CH:11]=[CH:10][C:9](Br)=[CH:8][C:3]=1[C:4]([NH:6][CH3:7])=[O:5].[B:13]1([B:13]2[O:17][C:16]([CH3:19])([CH3:18])[C:15]([CH3:21])([CH3:20])[O:14]2)[O:17][C:16]([CH3:19])([CH3:18])[C:15]([CH3:21])([CH3:20])[O:14]1.[C:31](O[K])(C)=O.ClCCl, predict the reaction product. The product is: [NH2:1][C:2]1[CH:11]=[CH:10][C:9]([B:13]2[O:17][C:16]([CH3:19])([CH3:18])[C:15]([CH3:21])([CH3:20])[O:14]2)=[CH:8][C:3]=1[C:4]([N:6]([CH3:31])[CH3:7])=[O:5]. (6) Given the reactants C(OC(=O)[NH:7][C:8]1[CH:13]=[CH:12][C:11](C2C=CC=CC=2)=[CH:10][C:9]=1[NH:20][C:21](=O)[CH2:22][C:23]([C:25]1C=C[CH:28]=[C:27]([N:31]2[CH:35]=[CH:34][N:33]=[CH:32]2)[CH:26]=1)=O)(C)(C)C.[C:38](O)([C:40](F)(F)F)=[O:39], predict the reaction product. The product is: [N:31]1([C:27]2[CH:28]=[C:22]([C:21]3[CH2:40][C:38](=[O:39])[NH:7][C:8]4[CH:13]=[C:12]([C:8]5[CH:13]=[CH:12][CH:11]=[CH:10][CH:9]=5)[CH:11]=[CH:10][C:9]=4[N:20]=3)[CH:23]=[CH:25][CH:26]=2)[CH:35]=[CH:34][N:33]=[CH:32]1.